Dataset: Reaction yield outcomes from USPTO patents with 853,638 reactions. Task: Predict the reaction yield, written as a fraction of the theoretical maximum amount of product (1.0 means a 100% yield; for example, 0.34 means a 34% yield). (1) The reactants are [CH3:1][N:2]([CH3:21])[CH2:3][CH2:4][O:5][C:6]1[CH:7]=[C:8]([C:18]([OH:20])=O)[C:9]2[CH:10]=[CH:11][N:12]([CH:15]([CH3:17])[CH3:16])[C:13]=2[CH:14]=1.CCN=C=NCCCN(C)C.Cl.C1C=CC2N(O)N=NC=2C=1.CCN(C(C)C)C(C)C.[NH2:53][CH2:54][C:55]1[C:56](=[O:65])[NH:57][C:58]([CH3:64])=[CH:59][C:60]=1[CH2:61][CH2:62][CH3:63]. The catalyst is CN(C=O)C.O. The product is [CH3:64][C:58]1[NH:57][C:56](=[O:65])[C:55]([CH2:54][NH:53][C:18]([C:8]2[C:9]3[CH:10]=[CH:11][N:12]([CH:15]([CH3:16])[CH3:17])[C:13]=3[CH:14]=[C:6]([O:5][CH2:4][CH2:3][N:2]([CH3:1])[CH3:21])[CH:7]=2)=[O:20])=[C:60]([CH2:61][CH2:62][CH3:63])[CH:59]=1. The yield is 0.190. (2) The reactants are Br[C:2]1[C:11]2[O:10][C@@H:9]([CH3:12])[CH2:8][N:7]([C:13]([O:15][C:16]([CH3:19])([CH3:18])[CH3:17])=[O:14])[CH2:6][C:5]=2[S:4][CH:3]=1.[CH:20]1(B(O)O)[CH2:22][CH2:21]1.C1(P(C2CCCCC2)C2CCCCC2)CCCCC1.CC(C)([O-])C.[K+]. The catalyst is C([O-])(=O)C.[Pd+2].C([O-])(=O)C.C1(C)C=CC=CC=1. The product is [CH:20]1([C:2]2[C:11]3[O:10][C@@H:9]([CH3:12])[CH2:8][N:7]([C:13]([O:15][C:16]([CH3:19])([CH3:18])[CH3:17])=[O:14])[CH2:6][C:5]=3[S:4][CH:3]=2)[CH2:22][CH2:21]1. The yield is 0.830. (3) The reactants are C(O)(C(F)(F)F)=O.[CH3:8][O:9][C:10](=[O:61])[C:11]1[CH:16]=[CH:15][C:14]([CH2:17][NH:18][C:19]([C:21]2[C:31]3[O:30][CH2:29][C@H:28]([NH:32][C:33](=[O:45])[C@@H:34]([N:36](C(OC(C)(C)C)=O)[CH3:37])[CH3:35])[C:27](=[O:46])[N:26]([CH2:47][C:48]4[C:57]5[C:52](=[CH:53][C:54]([Br:58])=[CH:55][CH:56]=5)[CH:51]=[CH:50][C:49]=4[O:59][CH3:60])[C:25]=3[CH:24]=[CH:23][CH:22]=2)=[O:20])=[CH:13][CH:12]=1. The catalyst is C(Cl)Cl. The product is [CH3:8][O:9][C:10](=[O:61])[C:11]1[CH:12]=[CH:13][C:14]([CH2:17][NH:18][C:19]([C:21]2[C:31]3[O:30][CH2:29][C@H:28]([NH:32][C:33](=[O:45])[C@@H:34]([NH:36][CH3:37])[CH3:35])[C:27](=[O:46])[N:26]([CH2:47][C:48]4[C:57]5[C:52](=[CH:53][C:54]([Br:58])=[CH:55][CH:56]=5)[CH:51]=[CH:50][C:49]=4[O:59][CH3:60])[C:25]=3[CH:24]=[CH:23][CH:22]=2)=[O:20])=[CH:15][CH:16]=1. The yield is 0.950. (4) The reactants are [CH2:1]([C@H:8]1[CH2:12][O:11][C:10]([CH3:14])([CH3:13])[N:9]1[C:15](=[O:35])[CH:16]([C:18]1[CH:22]=[CH:21][N:20]([C:23]2[CH:28]=[CH:27][C:26]([C:29]3[CH:34]=[CH:33][CH:32]=[CH:31][CH:30]=3)=[CH:25][CH:24]=2)[CH:19]=1)[OH:17])[C:2]1[CH:7]=[CH:6][CH:5]=[CH:4][CH:3]=1.[C:36](OC(=O)C)(=[O:38])[CH3:37]. The catalyst is N1C=CC=CC=1. The product is [C:36]([O:17][CH:16]([C:18]1[CH:22]=[CH:21][N:20]([C:23]2[CH:24]=[CH:25][C:26]([C:29]3[CH:30]=[CH:31][CH:32]=[CH:33][CH:34]=3)=[CH:27][CH:28]=2)[CH:19]=1)[C:15]([N:9]1[C@@H:8]([CH2:1][C:2]2[CH:7]=[CH:6][CH:5]=[CH:4][CH:3]=2)[CH2:12][O:11][C:10]1([CH3:14])[CH3:13])=[O:35])(=[O:38])[CH3:37]. The yield is 1.00. (5) The reactants are [C:1]([OH:7])(=O)[CH2:2][C:3]([OH:5])=O.[CH3:8][NH:9][C:10]([NH2:12])=[O:11].C(OC(=O)C)(=O)C. The product is [CH3:8][N:9]1[C:1](=[O:7])[CH2:2][C:3](=[O:5])[NH:12][C:10]1=[O:11]. The catalyst is C(O)(=O)C. The yield is 0.658. (6) The reactants are [NH2:1][C:2]1[C:10]2[C:5](=[N:6][CH:7]=[C:8]([Br:25])[C:9]=2[N:11]2[CH2:16][CH2:15][CH2:14][C@@H:13]([NH:17][C:18](=[O:24])[O:19][C:20]([CH3:23])([CH3:22])[CH3:21])[CH2:12]2)[NH:4][CH:3]=1.C[N:27]1[C:31](=[O:32])C[CH2:29][CH2:28]1.N1C=CC=CC=1.N(CC)=C=O. The catalyst is O.C(#N)C. The product is [Br:25][C:8]1[C:9]([N:11]2[CH2:16][CH2:15][CH2:14][C@@H:13]([NH:17][C:18](=[O:24])[O:19][C:20]([CH3:21])([CH3:22])[CH3:23])[CH2:12]2)=[C:10]2[C:2]([NH:1][C:31]([NH:27][CH2:28][CH3:29])=[O:32])=[CH:3][NH:4][C:5]2=[N:6][CH:7]=1. The yield is 0.740. (7) The reactants are [F:1][C:2]1[CH:3]=[CH:4][C:5]([C:9]([O:11][CH3:12])=[O:10])=[N+:6]([O-])[CH:7]=1.O=P(Cl)(Cl)[Cl:15]. No catalyst specified. The product is [Cl:15][C:7]1[N:6]=[C:5]([C:9]([O:11][CH3:12])=[O:10])[CH:4]=[CH:3][C:2]=1[F:1]. The yield is 0.790. (8) The reactants are Cl[C:2]1[N:7]=[C:6]([NH:8][C:9]2[CH:13]=[C:12]([CH3:14])[NH:11][N:10]=2)[CH:5]=[C:4]([Cl:15])[N:3]=1.[N:16]1[CH:21]=[CH:20][CH:19]=[N:18][C:17]=1[C:22]1[CH:26]=[C:25]([C@@H:27]2[CH2:31][CH2:30][CH2:29][NH:28]2)[O:24][N:23]=1. The catalyst is C(O)(C)C.C([O-])(=O)C.[Zn+2].C([O-])(=O)C. The product is [Cl:15][C:4]1[N:3]=[C:2]([N:28]2[CH2:29][CH2:30][CH2:31][C@H:27]2[C:25]2[O:24][N:23]=[C:22]([C:17]3[N:18]=[CH:19][CH:20]=[CH:21][N:16]=3)[CH:26]=2)[N:7]=[C:6]([NH:8][C:9]2[CH:13]=[C:12]([CH3:14])[NH:11][N:10]=2)[CH:5]=1. The yield is 0.530. (9) The reactants are C(Cl)Cl.[F-].[Cs+].[N:6]1[C:15]2[C:10](=[CH:11][CH:12]=[CH:13][CH:14]=2)[C:9](B(O)O)=[CH:8][CH:7]=1.Br[C:20]1[C:21]([CH:42]2[CH2:44][CH2:43]2)=[N:22][C:23]([N:28]2[CH2:33][CH2:32][N:31]([C:34]([CH:36]3[CH2:38][CH2:37]3)=[O:35])[C@H:30]([CH:39]3[CH2:41][CH2:40]3)[CH2:29]2)=[C:24]([CH:27]=1)[C:25]#[N:26].O1CCO[CH2:47][CH2:46]1. The catalyst is C1C=CC(P(C2C=CC=CC=2)[C-]2C=CC=C2)=CC=1.C1C=CC(P(C2C=CC=CC=2)[C-]2C=CC=C2)=CC=1.Cl[Pd]Cl.[Fe+2].O. The product is [CH:36]1([C:34]([N:31]2[CH2:32][CH2:33][N:28]([C:23]3[N:22]=[C:21]([CH:42]4[CH2:44][CH2:43]4)[C:20]([C:9]4[C:10]5[C:15](=[CH:14][CH:13]=[CH:12][CH:11]=5)[N:6]=[C:7]([CH:46]=[CH2:47])[CH:8]=4)=[CH:27][C:24]=3[C:25]#[N:26])[CH2:29][C@H:30]2[CH:39]2[CH2:41][CH2:40]2)=[O:35])[CH2:38][CH2:37]1. The yield is 0.320. (10) The reactants are [F:1][C:2]1[CH:29]=[CH:28][C:5]([CH2:6][C:7]2[N:15]=[CH:14][N:13]=[C:12]3[C:8]=2[N:9]=[CH:10][N:11]3[C@H:16]2[C@@H:20]3[O:21][C:22]([CH3:25])([CH3:24])[O:23][C@@H:19]3[C@@H:18]([CH2:26][OH:27])[O:17]2)=[CH:4][CH:3]=1.C(N(CC)CC)C.Cl[S:38]([NH2:41])(=[O:40])=[O:39].C(#N)C. The catalyst is CN(C)C=O. The product is [S:38](=[O:40])(=[O:39])([O:27][CH2:26][C@@H:18]1[C@@H:19]2[C@@H:20]([O:21][C:22]([CH3:25])([CH3:24])[O:23]2)[C@H:16]([N:11]2[CH:10]=[N:9][C:8]3[C:12]2=[N:13][CH:14]=[N:15][C:7]=3[CH2:6][C:5]2[CH:28]=[CH:29][C:2]([F:1])=[CH:3][CH:4]=2)[O:17]1)[NH2:41]. The yield is 0.880.